This data is from Peptide-MHC class II binding affinity with 134,281 pairs from IEDB. The task is: Regression. Given a peptide amino acid sequence and an MHC pseudo amino acid sequence, predict their binding affinity value. This is MHC class II binding data. (1) The peptide sequence is NSCAKNYNCKILPNT. The MHC is DRB1_1501 with pseudo-sequence DRB1_1501. The binding affinity (normalized) is 0.150. (2) The peptide sequence is MVTMLSPMLHHWIKV. The MHC is DRB1_1301 with pseudo-sequence DRB1_1301. The binding affinity (normalized) is 0.787. (3) The peptide sequence is TPGQCNMVVERLGDY. The MHC is HLA-DQA10102-DQB10502 with pseudo-sequence HLA-DQA10102-DQB10502. The binding affinity (normalized) is 0.296. (4) The binding affinity (normalized) is 0.234. The peptide sequence is LVGPTPVNIIGRNMLTQIGC. The MHC is HLA-DQA10101-DQB10501 with pseudo-sequence HLA-DQA10101-DQB10501. (5) The peptide sequence is AFKVAATAAMAAPAN. The MHC is DRB1_0701 with pseudo-sequence DRB1_0701. The binding affinity (normalized) is 0.844. (6) The peptide sequence is DGDVVAVDIKEKGKD. The MHC is DRB1_0301 with pseudo-sequence DRB1_0301. The binding affinity (normalized) is 0.658. (7) The MHC is DRB1_0301 with pseudo-sequence DRB1_0301. The binding affinity (normalized) is 0.260. The peptide sequence is TKEDLFGKKNLIPSS.